From a dataset of Ames mutagenicity test results for genotoxicity prediction. Regression/Classification. Given a drug SMILES string, predict its toxicity properties. Task type varies by dataset: regression for continuous values (e.g., LD50, hERG inhibition percentage) or binary classification for toxic/non-toxic outcomes (e.g., AMES mutagenicity, cardiotoxicity, hepatotoxicity). Dataset: ames. (1) The molecule is Oc1ccc2c(c1)-c1cc3cccc4ccc5ccc-2c1c5c43. The result is 1 (mutagenic). (2) The compound is FC(F)(F)I. The result is 1 (mutagenic). (3) The molecule is c1ccc2c(c1)-c1c(c3ccccc3c3ccccc13)C1OC21. The result is 1 (mutagenic). (4) The molecule is CN(C)c1ccc(N=Nc2ccc3ccccc3c2)cc1. The result is 1 (mutagenic). (5) The molecule is c1ccc(-c2ccc(OCC3CO3)cc2)cc1. The result is 1 (mutagenic). (6) The drug is O=C1C=C2C(=CCOC2O)O1. The result is 0 (non-mutagenic).